Dataset: Peptide-MHC class I binding affinity with 185,985 pairs from IEDB/IMGT. Task: Regression. Given a peptide amino acid sequence and an MHC pseudo amino acid sequence, predict their binding affinity value. This is MHC class I binding data. (1) The peptide sequence is SNFTSTTVK. The MHC is HLA-B14:02 with pseudo-sequence HLA-B14:02. The binding affinity (normalized) is 0.358. (2) The peptide sequence is YGLNTFTNM. The MHC is H-2-Db with pseudo-sequence H-2-Db. The binding affinity (normalized) is 0.435. (3) The peptide sequence is YVEHDPRLVA. The MHC is Mamu-B01 with pseudo-sequence Mamu-B01. The binding affinity (normalized) is 0. (4) The peptide sequence is IINAHRIPK. The MHC is HLA-A02:02 with pseudo-sequence HLA-A02:02. The binding affinity (normalized) is 0. (5) The peptide sequence is APIFARSTL. The MHC is HLA-B07:02 with pseudo-sequence HLA-B07:02. The binding affinity (normalized) is 0.738. (6) The peptide sequence is AQPGLTSSVI. The MHC is H-2-Kb with pseudo-sequence H-2-Kb. The binding affinity (normalized) is 0. (7) The MHC is HLA-B15:01 with pseudo-sequence HLA-B15:01. The binding affinity (normalized) is 0.282. The peptide sequence is LPHQPLATY.